The task is: Predict the reactants needed to synthesize the given product.. This data is from Full USPTO retrosynthesis dataset with 1.9M reactions from patents (1976-2016). (1) The reactants are: [CH3:1][CH2:2][C@H:3]([NH:6][CH2:7][CH2:8][NH:9][C@H:10]([CH2:13][OH:14])[CH2:11][CH3:12])[CH2:4][OH:5].Cl.Cl. Given the product [CH3:12][CH2:11][C@H:10]([NH:9][CH2:8][CH2:7][NH:6][C@H:3]([CH2:4][OH:5])[CH2:2][CH3:1])[CH2:13][OH:14], predict the reactants needed to synthesize it. (2) Given the product [N:1]12[CH2:8][CH2:7][CH:4]([CH2:5][CH2:6]1)[C@@H:3]([O:9][C:10](=[O:63])[NH:11][C:12]1[CH:17]=[C:16]([CH2:18][CH2:19][CH2:20][CH2:21][N:22]3[C:26]4[CH:27]=[CH:28][C:29]([CH2:31][CH2:32][NH:33][CH2:34][C@H:35]([O:48][Si:49]([C:52]([CH3:55])([CH3:54])[CH3:53])([CH3:50])[CH3:51])[C:36]5[CH:45]=[CH:44][C:43]([OH:46])=[C:42]6[C:37]=5[CH:38]=[CH:39][C:40](=[O:47])[NH:41]6)=[CH:30][C:25]=4[O:24][C:23]3=[O:56])[CH:15]=[CH:14][C:13]=1[C:57]1[CH:62]=[CH:61][CH:60]=[CH:59][CH:58]=1)[CH2:2]2, predict the reactants needed to synthesize it. The reactants are: [N:1]12[CH2:8][CH2:7][CH:4]([CH2:5][CH2:6]1)[C@@H:3]([O:9][C:10](=[O:63])[NH:11][C:12]1[CH:17]=[C:16](/[CH:18]=[CH:19]/[CH2:20][CH2:21][N:22]3[C:26]4[CH:27]=[CH:28][C:29]([CH2:31][CH2:32][NH:33][CH2:34][C@H:35]([O:48][Si:49]([C:52]([CH3:55])([CH3:54])[CH3:53])([CH3:51])[CH3:50])[C:36]5[CH:45]=[CH:44][C:43]([OH:46])=[C:42]6[C:37]=5[CH:38]=[CH:39][C:40](=[O:47])[NH:41]6)=[CH:30][C:25]=4[O:24][C:23]3=[O:56])[CH:15]=[CH:14][C:13]=1[C:57]1[CH:62]=[CH:61][CH:60]=[CH:59][CH:58]=1)[CH2:2]2.N12CCC(CC1)[C@@H](OC(=O)NC1C=C(CCCO)C=CC=1C1C=CC=CC=1)C2.